From a dataset of Full USPTO retrosynthesis dataset with 1.9M reactions from patents (1976-2016). Predict the reactants needed to synthesize the given product. Given the product [CH3:27][O:26][C:19]1[CH:20]=[C:21]([O:24][CH3:25])[CH:22]=[CH:23][C:18]=1[CH2:17][N:10]1[CH2:11][CH2:12][C:13]([F:15])([F:16])[CH2:14][C@@H:8]([NH:7][S:52]([C:50]2[S:51][C:47]([Cl:46])=[CH:48][CH:49]=2)(=[O:54])=[O:53])[C:9]1=[O:28], predict the reactants needed to synthesize it. The reactants are: C(OC(=O)[NH:7][C@@H:8]1[CH2:14][C:13]([F:16])([F:15])[CH2:12][CH2:11][N:10]([CH2:17][C:18]2[CH:23]=[CH:22][C:21]([O:24][CH3:25])=[CH:20][C:19]=2[O:26][CH3:27])[C:9]1=[O:28])(C)(C)C.Cl.O1CCOCC1.CCN(C(C)C)C(C)C.[Cl:46][C:47]1[S:51][C:50]([S:52](Cl)(=[O:54])=[O:53])=[CH:49][CH:48]=1.